This data is from Forward reaction prediction with 1.9M reactions from USPTO patents (1976-2016). The task is: Predict the product of the given reaction. (1) The product is: [C:4]([C:6]1[CH:11]=[C:10]([CH3:12])[C:9]([C:13]2[CH:21]=[CH:20][C:19]([F:22])=[C:18]3[C:14]=2[CH2:15][CH2:16][C@H:17]3[O:23][C:24]2[CH:36]=[CH:35][C:27]3[C@H:28]([CH2:31][C:32]([OH:34])=[O:33])[CH2:29][O:30][C:26]=3[CH:25]=2)=[C:8]([CH3:37])[CH:7]=1)(=[O:2])[NH2:5]. Given the reactants N.[OH:2]O.[C:4]([C:6]1[CH:11]=[C:10]([CH3:12])[C:9]([C:13]2[CH:21]=[CH:20][C:19]([F:22])=[C:18]3[C:14]=2[CH2:15][CH2:16][C@H:17]3[O:23][C:24]2[CH:36]=[CH:35][C:27]3[C@H:28]([CH2:31][C:32]([OH:34])=[O:33])[CH2:29][O:30][C:26]=3[CH:25]=2)=[C:8]([CH3:37])[CH:7]=1)#[N:5], predict the reaction product. (2) Given the reactants [I-].[Na+].C[Si](C)(C)Cl.C(#N)C.[F:11][C:12]1[CH:13]=[CH:14][C:15]2=[C:16]([CH:44]=1)[O:17][CH2:18][C:19]1[CH:29]=[C:28]([CH:30](O)[C:31]3[N:35]4[CH:36]=[CH:37][CH:38]=[CH:39][C:34]4=[N:33][C:32]=3[CH2:40][O:41][CH3:42])[CH:27]=[CH:26][C:20]=1/[C:21]/2=[C:22](/[CH3:25])\[C:23]#[N:24], predict the reaction product. The product is: [F:11][C:12]1[CH:13]=[CH:14][C:15]2=[C:16]([CH:44]=1)[O:17][CH2:18][C:19]1[CH:29]=[C:28]([CH2:30][C:31]3[N:35]4[CH:36]=[CH:37][CH:38]=[CH:39][C:34]4=[N:33][C:32]=3[CH2:40][O:41][CH3:42])[CH:27]=[CH:26][C:20]=1/[C:21]/2=[C:22](/[CH3:25])\[C:23]#[N:24]. (3) Given the reactants S(O)(O)(=O)=O.[CH3:6][O:7][C:8](=[NH:10])[NH2:9].[CH2:11]([O:18]/[C:19](=[C:24](/O)\[C:25]([O:27][C:28]([CH3:31])([CH3:30])[CH3:29])=[O:26])/[C:20](OC)=[O:21])[C:12]1[CH:17]=[CH:16][CH:15]=[CH:14][CH:13]=1.C[O-].[Na+].Cl, predict the reaction product. The product is: [CH2:11]([O:18][C:19]1[C:20](=[O:21])[NH:9][C:8]([O:7][CH3:6])=[N:10][C:24]=1[C:25]([O:27][C:28]([CH3:31])([CH3:30])[CH3:29])=[O:26])[C:12]1[CH:17]=[CH:16][CH:15]=[CH:14][CH:13]=1. (4) Given the reactants Cl[C:2]1[C:3]([C:16]2[CH:21]=[CH:20][CH:19]=[CH:18][CH:17]=2)=[N:4][C:5]2[C:10]([N:11]=1)=[CH:9][C:8]([C:12]([O:14]C)=[O:13])=[CH:7][CH:6]=2.[CH3:22][O:23][C:24]1[CH:29]=[CH:28][C:27](B(O)O)=[CH:26][CH:25]=1, predict the reaction product. The product is: [CH3:22][O:23][C:24]1[CH:29]=[CH:28][C:27]([C:2]2[C:3]([C:16]3[CH:17]=[CH:18][CH:19]=[CH:20][CH:21]=3)=[N:4][C:5]3[C:10]([N:11]=2)=[CH:9][C:8]([C:12]([OH:14])=[O:13])=[CH:7][CH:6]=3)=[CH:26][CH:25]=1. (5) Given the reactants [OH-].[Na+].[CH3:3][CH:4]([O:6][C:7]1[N:12]=[CH:11][C:10]([C:13]2[O:17][N:16]=[C:15]([C:18]3[CH:19]=[CH:20][CH:21]=[C:22]4[C:26]=3[NH:25][CH:24]=[C:23]4[CH2:27][CH2:28][C:29]([O:31]CC)=[O:30])[N:14]=2)=[CH:9][C:8]=1[O:34][CH3:35])[CH3:5].Cl, predict the reaction product. The product is: [CH3:5][CH:4]([O:6][C:7]1[N:12]=[CH:11][C:10]([C:13]2[O:17][N:16]=[C:15]([C:18]3[CH:19]=[CH:20][CH:21]=[C:22]4[C:26]=3[NH:25][CH:24]=[C:23]4[CH2:27][CH2:28][C:29]([OH:31])=[O:30])[N:14]=2)=[CH:9][C:8]=1[O:34][CH3:35])[CH3:3]. (6) Given the reactants [O:1]1[CH:5]=[CH:4][C:3]([C:6]2[N:11]=[CH:10][C:9]([CH:12]([OH:16])[CH:13]([CH3:15])[CH3:14])=[CH:8][CH:7]=2)=[CH:2]1.[CH:17]1[N:21]=[CH:20][N:19]([C:22](N2C=NC=C2)=[O:23])[CH:18]=1, predict the reaction product. The product is: [N:19]1([C:22]([O:16][CH:12]([C:9]2[CH:10]=[N:11][C:6]([C:3]3[CH:4]=[CH:5][O:1][CH:2]=3)=[CH:7][CH:8]=2)[CH:13]([CH3:14])[CH3:15])=[O:23])[CH:18]=[CH:17][N:21]=[CH:20]1. (7) Given the reactants C[O:2][C:3]([C:5]1[C:6]2[C:7](=[O:21])[CH:8]=[C:9]([C:16]([O:18]CC)=[O:17])[NH:10][C:11]=2[C:12]([Cl:15])=[CH:13][CH:14]=1)=[O:4].[OH-].[K+], predict the reaction product. The product is: [Cl:15][C:12]1[C:11]2[NH:10][C:9]([C:16]([OH:18])=[O:17])=[CH:8][C:7](=[O:21])[C:6]=2[C:5]([C:3]([OH:4])=[O:2])=[CH:14][CH:13]=1.